This data is from Forward reaction prediction with 1.9M reactions from USPTO patents (1976-2016). The task is: Predict the product of the given reaction. (1) Given the reactants [C:1]1([S:7](Cl)(=[O:9])=[O:8])[CH:6]=[CH:5][CH:4]=[CH:3][CH:2]=1.[O:11]([CH2:18][CH2:19][OH:20])[C:12]1[CH:17]=[CH:16][CH:15]=[CH:14][CH:13]=1.C1(C)C=CC=CC=1, predict the reaction product. The product is: [C:1]1([S:7]([O:20][CH2:19][CH2:18][O:11][C:12]2[CH:17]=[CH:16][CH:15]=[CH:14][CH:13]=2)(=[O:9])=[O:8])[CH:6]=[CH:5][CH:4]=[CH:3][CH:2]=1. (2) The product is: [C:38]([C:2]1[CH:3]=[C:4]([CH3:15])[C:5]([C:8]([O:10][C:11]([CH3:14])([CH3:13])[CH3:12])=[O:9])=[N:6][CH:7]=1)#[N:39]. Given the reactants Br[C:2]1[CH:3]=[C:4]([CH3:15])[C:5]([C:8]([O:10][C:11]([CH3:14])([CH3:13])[CH3:12])=[O:9])=[N:6][CH:7]=1.N#N.C(P(C(C)(C)C)C(C)(C)C)(C)(C)C.C1(C)C=CC=CC=1.[CH3:38][N:39](C=O)C, predict the reaction product. (3) Given the reactants C(OC1C=CN([CH2:15][C:16]([C:18]2[CH:23]=[CH:22][C:21]([CH2:24][OH:25])=[CH:20][C:19]=2[CH3:26])=[O:17])C(=O)C=1)C1C=CC=CC=1.[F:28][C:29]1[CH:30]=[CH:31][C:32]([CH2:35][O:36][C:37]2[CH:42]=[CH:41][NH:40][C:39](=[O:43])[CH:38]=2)=[N:33][CH:34]=1, predict the reaction product. The product is: [F:28][C:29]1[CH:30]=[CH:31][C:32]([CH2:35][O:36][C:37]2[CH:42]=[CH:41][N:40]([CH2:15][C:16]([C:18]3[CH:23]=[CH:22][C:21]([CH2:24][OH:25])=[CH:20][C:19]=3[CH3:26])=[O:17])[C:39](=[O:43])[CH:38]=2)=[N:33][CH:34]=1. (4) Given the reactants [Cl:1][C:2]1[CH:3]=[C:4]([CH:7]=[CH:8][CH:9]=1)[CH2:5][NH2:6].C1(CN)CCCCC1.[O:18]=[C:19]1[C:27]2([CH2:31][O:30][C:29]3[CH:32]=[C:33]4[C:37](=[CH:38][C:28]2=3)[CH2:36][CH2:35][O:34]4)[C:26]2[C:21](=[CH:22][CH:23]=[CH:24][CH:25]=2)[N:20]1[CH2:39][C:40]1[CH:48]=[CH:47][CH:46]=[CH:45][C:41]=1[C:42](O)=[O:43].O=C1C2(COC3C=C4C(=CC2=3)CCO4)C2C(=CC=CC=2)N1CC1C=C(C=CC=1)C(O)=O, predict the reaction product. The product is: [Cl:1][C:2]1[CH:3]=[C:4]([CH:7]=[CH:8][CH:9]=1)[CH2:5][NH:6][C:42](=[O:43])[C:41]1[CH:45]=[CH:46][CH:47]=[CH:48][C:40]=1[CH2:39][N:20]1[C:21]2[C:26](=[CH:25][CH:24]=[CH:23][CH:22]=2)[C:27]2([CH2:31][O:30][C:29]3[CH:32]=[C:33]4[C:37](=[CH:38][C:28]2=3)[CH2:36][CH2:35][O:34]4)[C:19]1=[O:18]. (5) Given the reactants C([N:3]([CH2:6][CH3:7])[CH2:4][CH3:5])C.[Cl:8][CH2:9][C:10](Cl)=[O:11].[C:13](O)(=O)[CH2:14]C(CC(O)=O)(C(O)=O)O, predict the reaction product. The product is: [N:3]1([C:10](=[O:11])[CH2:9][Cl:8])[CH2:4][CH2:5][CH2:14][CH2:13][CH2:7][CH2:6]1. (6) Given the reactants [Cl:1][C:2]1[CH:7]=[C:6]([Cl:8])[CH:5]=[CH:4][C:3]=1[C:9]1[CH:13]=[C:12]([OH:14])[NH:11][N:10]=1.S(OC)(O[CH3:19])(=O)=O.C(=O)([O-])[O-].[K+].[K+].N.Cl, predict the reaction product. The product is: [Cl:1][C:2]1[CH:7]=[C:6]([Cl:8])[CH:5]=[CH:4][C:3]=1[C:9]1[CH:13]=[C:12]([OH:14])[N:11]([CH3:19])[N:10]=1.